This data is from Full USPTO retrosynthesis dataset with 1.9M reactions from patents (1976-2016). The task is: Predict the reactants needed to synthesize the given product. (1) Given the product [O:22]1[CH2:23][CH2:24][N:19]([C:2]2[CH:18]=[CH:17][C:5]([C:6]([C:8]3[CH:13]=[CH:12][C:11]([N+:14]([O-:16])=[O:15])=[CH:10][CH:9]=3)=[O:7])=[CH:4][CH:3]=2)[CH2:20][CH2:21]1, predict the reactants needed to synthesize it. The reactants are: F[C:2]1[CH:18]=[CH:17][C:5]([C:6]([C:8]2[CH:13]=[CH:12][C:11]([N+:14]([O-:16])=[O:15])=[CH:10][CH:9]=2)=[O:7])=[CH:4][CH:3]=1.[NH:19]1[CH2:24][CH2:23][O:22][CH2:21][CH2:20]1.C(=O)([O-])[O-].[K+].[K+]. (2) Given the product [CH3:31][O:30][CH2:29][O:28][CH:13]([CH2:14][N:15]1[C:20](=[O:21])[CH:19]=[N:18][C:17]2[CH:22]=[CH:23][C:24]([O:26][CH3:27])=[N:25][C:16]1=2)[CH:12]=[O:11], predict the reactants needed to synthesize it. The reactants are: C(Cl)(=O)C(Cl)=O.CS(C)=O.[OH:11][CH2:12][CH:13]([O:28][CH2:29][O:30][CH3:31])[CH2:14][N:15]1[C:20](=[O:21])[CH:19]=[N:18][C:17]2[CH:22]=[CH:23][C:24]([O:26][CH3:27])=[N:25][C:16]1=2.C(N(CC)CC)C. (3) Given the product [Cl:19][CH2:20][CH2:21][C:22]([N:16]1[CH2:15][CH2:14][N:13]([C:10]2[CH:11]=[CH:12][C:7]([CH:1]3[CH2:2][CH2:3][CH2:4][CH2:5][CH2:6]3)=[CH:8][CH:9]=2)[CH2:18][CH2:17]1)=[O:23], predict the reactants needed to synthesize it. The reactants are: [CH:1]1([C:7]2[CH:12]=[CH:11][C:10]([N:13]3[CH2:18][CH2:17][NH:16][CH2:15][CH2:14]3)=[CH:9][CH:8]=2)[CH2:6][CH2:5][CH2:4][CH2:3][CH2:2]1.[Cl:19][CH2:20][CH2:21][C:22](Cl)=[O:23]. (4) Given the product [CH:24]1[CH:17]=[CH:18][C:19](=[O:20])[C:21]([OH:26])=[CH:22][CH:23]=1, predict the reactants needed to synthesize it. The reactants are: S(C1CC(=O)N(O)C1=O)(O)(=O)=O.C(Cl)CCl.[CH:17]1[C:24](N)=[CH:23][CH:22]=[C:21]([OH:26])[C:19](=[O:20])[CH:18]=1. (5) Given the product [Br:42][C:43]1[CH:44]=[C:45]([CH:46]([C:25]2([C:22]3[CH:21]=[CH:20][C:19]([O:18][Si:5]([C:1]([CH3:4])([CH3:2])[CH3:3])([C:12]4[CH:17]=[CH:16][CH:15]=[CH:14][CH:13]=4)[C:6]4[CH:7]=[CH:8][CH:9]=[CH:10][CH:11]=4)=[CH:24][CH:23]=3)[S:26][CH2:27][CH2:28][CH2:29][S:30]2)[OH:47])[CH:48]=[CH:49][C:50]=1[F:51], predict the reactants needed to synthesize it. The reactants are: [C:1]([Si:5]([O:18][C:19]1[CH:24]=[CH:23][C:22]([CH:25]2[S:30][CH2:29][CH2:28][CH2:27][S:26]2)=[CH:21][CH:20]=1)([C:12]1[CH:17]=[CH:16][CH:15]=[CH:14][CH:13]=1)[C:6]1[CH:11]=[CH:10][CH:9]=[CH:8][CH:7]=1)([CH3:4])([CH3:3])[CH3:2].C([Li])CCC.CCCCCC.[Br:42][C:43]1[CH:44]=[C:45]([CH:48]=[CH:49][C:50]=1[F:51])[CH:46]=[O:47].[Cl-].[NH4+]. (6) Given the product [NH2:22][C@H:21]([C:20]([OH:31])=[O:19])[CH2:23][C:24]1[CH:25]=[CH:26][C:27]([OH:30])=[CH:28][CH:29]=1, predict the reactants needed to synthesize it. The reactants are: C1(C)C=CC(S(O)(=O)=O)=CC=1.C([O:19][C:20](=[O:31])[C@H:21]([CH2:23][C:24]1[CH:29]=[CH:28][C:27]([OH:30])=[CH:26][CH:25]=1)[NH2:22])C1C=CC=CC=1.CCN(C(C)C)C(C)C.C(OC(OC(OC(C)(C)C)=O)=O)(C)(C)C.C(=O)([O-])[O-].[Cs+].[Cs+].BrCC(OC)=O. (7) Given the product [CH2:41]([O:40][C:38](=[O:39])[CH2:37][O:1][C:2]1[CH:33]=[CH:32][C:5]([CH2:6][CH:7]2[C:16]3[C:11](=[CH:12][C:13]([O:19][CH3:20])=[C:14]([O:17][CH3:18])[CH:15]=3)[CH2:10][CH2:9][N:8]2[CH2:21][C:22](=[O:23])[NH:24][CH2:25][C:26]2[CH:31]=[CH:30][CH:29]=[CH:28][CH:27]=2)=[CH:4][C:3]=1[O:34][CH3:35])[CH3:42], predict the reactants needed to synthesize it. The reactants are: [OH:1][C:2]1[CH:33]=[CH:32][C:5]([CH2:6][CH:7]2[C:16]3[C:11](=[CH:12][C:13]([O:19][CH3:20])=[C:14]([O:17][CH3:18])[CH:15]=3)[CH2:10][CH2:9][N:8]2[CH2:21][C:22]([NH:24][CH2:25][C:26]2[CH:31]=[CH:30][CH:29]=[CH:28][CH:27]=2)=[O:23])=[CH:4][C:3]=1[O:34][CH3:35].Br[CH2:37][C:38]([O:40][CH2:41][CH3:42])=[O:39].